Dataset: Catalyst prediction with 721,799 reactions and 888 catalyst types from USPTO. Task: Predict which catalyst facilitates the given reaction. (1) Reactant: [CH3:1][C:2]1([CH3:26])[C@@H:15]([OH:16])[C@H:14]([NH:17][CH2:18][CH2:19][C:20]2[CH:25]=[CH:24][CH:23]=[CH:22][CH:21]=2)[C:13]2[CH:12]=[C:11]3[C:6]([O:7][CH2:8][CH2:9][NH:10]3)=[CH:5][C:4]=2[O:3]1.[C:27]([OH:34])(=[O:33])/[CH:28]=[CH:29]\[C:30]([OH:32])=[O:31].CCCCCC. Product: [C:27]([OH:34])(=[O:33])/[CH:28]=[CH:29]\[C:30]([OH:32])=[O:31].[CH3:1][C:2]1([CH3:26])[C@@H:15]([OH:16])[C@H:14]([NH:17][CH2:18][CH2:19][C:20]2[CH:25]=[CH:24][CH:23]=[CH:22][CH:21]=2)[C:13]2[CH:12]=[C:11]3[C:6]([O:7][CH2:8][CH2:9][NH:10]3)=[CH:5][C:4]=2[O:3]1. The catalyst class is: 13. (2) Reactant: C(=[N:14][C:15]1[CH:16]=[CH:17][C:18]([F:30])=[C:19]([C@@:21]2([CH3:29])[NH:27][C:26](=[O:28])[CH2:25][CH2:24][O:23][CH2:22]2)[CH:20]=1)(C1C=CC=CC=1)C1C=CC=CC=1.[ClH:31]. Product: [ClH:31].[NH2:14][C:15]1[CH:16]=[CH:17][C:18]([F:30])=[C:19]([C@@:21]2([CH3:29])[NH:27][C:26](=[O:28])[CH2:25][CH2:24][O:23][CH2:22]2)[CH:20]=1. The catalyst class is: 12. (3) The catalyst class is: 45. Reactant: C(OC([N:11]1[CH2:16][CH2:15][N:14]([C:17]2[CH:40]=[CH:39][C:20]3[C:21]4[N:25]([CH2:26][CH2:27][O:28][C:19]=3[CH:18]=2)[CH:24]=[C:23]([C:29]2[N:30]([CH2:34][C:35]([F:38])([F:37])[F:36])[N:31]=[CH:32][N:33]=2)[N:22]=4)[C@H:13]([C:41](=[O:43])[NH2:42])[CH2:12]1)=O)C1C=CC=CC=1. Product: [F:37][C:35]([F:36])([F:38])[CH2:34][N:30]1[C:29]([C:23]2[N:22]=[C:21]3[C:20]4[CH:39]=[CH:40][C:17]([N:14]5[CH2:15][CH2:16][NH:11][CH2:12][C@H:13]5[C:41]([NH2:42])=[O:43])=[CH:18][C:19]=4[O:28][CH2:27][CH2:26][N:25]3[CH:24]=2)=[N:33][CH:32]=[N:31]1. (4) Product: [Cl:1][C:2]1[C:3]([N:14]2[CH2:19][CH2:18][N:17]([C:39]([NH:38][S:35]([C:29]3[CH:30]=[CH:31][CH:32]=[CH:33][CH:34]=3)(=[O:37])=[O:36])=[O:40])[CH2:16][CH2:15]2)=[N:4][CH:5]=[C:6]([C:8]2[O:9][C:10]([CH3:13])=[CH:11][N:12]=2)[CH:7]=1. Reactant: [Cl:1][C:2]1[C:3]([N:14]2[CH2:19][CH2:18][NH:17][CH2:16][CH2:15]2)=[N:4][CH:5]=[C:6]([C:8]2[O:9][C:10]([CH3:13])=[CH:11][N:12]=2)[CH:7]=1.CCN(C(C)C)C(C)C.[C:29]1([S:35]([N:38]=[C:39]=[O:40])(=[O:37])=[O:36])[CH:34]=[CH:33][CH:32]=[CH:31][CH:30]=1.CC(O)=O. The catalyst class is: 2. (5) Reactant: Cl[C:2]1[N:7]=[C:6]([O:8][C:9]2[C:18]3[C:13](=[CH:14][CH:15]=[CH:16][CH:17]=3)[C:12]([NH:19][C:20]([NH:22][C:23]3[N:27]([C:28]4[CH:33]=[CH:32][C:31]([CH3:34])=[CH:30][CH:29]=4)[N:26]=[C:25]([Si:35]([CH3:38])([CH3:37])[CH3:36])[CH:24]=3)=[O:21])=[CH:11][CH:10]=2)[CH:5]=[CH:4][N:3]=1.[CH3:39][C:40]1[CH:41]=[C:42]([NH2:49])[CH:43]=[C:44]2[C:48]=1[NH:47][N:46]=[CH:45]2. Product: [CH3:39][C:40]1[CH:41]=[C:42]([NH:49][C:2]2[N:7]=[C:6]([O:8][C:9]3[C:18]4[C:13](=[CH:14][CH:15]=[CH:16][CH:17]=4)[C:12]([NH:19][C:20]([NH:22][C:23]4[N:27]([C:28]5[CH:29]=[CH:30][C:31]([CH3:34])=[CH:32][CH:33]=5)[N:26]=[C:25]([Si:35]([CH3:38])([CH3:37])[CH3:36])[CH:24]=4)=[O:21])=[CH:11][CH:10]=3)[CH:5]=[CH:4][N:3]=2)[CH:43]=[C:44]2[C:48]=1[NH:47][N:46]=[CH:45]2. The catalyst class is: 118. (6) Reactant: Br[C:2]1[CH:28]=[CH:27][C:5]([CH2:6][O:7][CH2:8][C@@H:9]2[CH2:11][C@@H:10]2[CH:12]2[CH2:17][CH2:16][N:15]([C:18]3[N:23]=[CH:22][C:21]([CH2:24][O:25][CH3:26])=[CH:20][N:19]=3)[CH2:14][CH2:13]2)=[C:4]([F:29])[CH:3]=1.CC(C1C=C(C(C)C)C(C2C=CC=CC=2P(C2CCCCC2)C2CCCCC2)=C(C(C)C)C=1)C.[Br-].[C:65]([O:69][C:70](=[O:73])[CH2:71][Zn+])([CH3:68])([CH3:67])[CH3:66]. Product: [F:29][C:4]1[CH:3]=[C:2]([CH2:71][C:70]([O:69][C:65]([CH3:68])([CH3:67])[CH3:66])=[O:73])[CH:28]=[CH:27][C:5]=1[CH2:6][O:7][CH2:8][C@@H:9]1[CH2:11][C@@H:10]1[CH:12]1[CH2:17][CH2:16][N:15]([C:18]2[N:23]=[CH:22][C:21]([CH2:24][O:25][CH3:26])=[CH:20][N:19]=2)[CH2:14][CH2:13]1. The catalyst class is: 443. (7) Reactant: [F:1][C:2]1[CH:3]=[CH:4][C:5]([N+:15]([O-])=O)=[C:6]([NH:8][C:9]2[CH:14]=[CH:13][CH:12]=[CH:11][N:10]=2)[CH:7]=1. Product: [F:1][C:2]1[CH:7]=[C:6]([NH:8][C:9]2[CH:14]=[CH:13][CH:12]=[CH:11][N:10]=2)[C:5]([NH2:15])=[CH:4][CH:3]=1. The catalyst class is: 25. (8) Reactant: [CH2:1]([C:4]1[C:12]2[O:11][N:10]=[C:9]([C:13]([F:16])([F:15])[F:14])[C:8]=2[CH:7]=[CH:6][C:5]=1[O:17][CH2:18][CH2:19][CH2:20][NH:21][CH3:22])[CH2:2][CH3:3].[O:23]=C(Cl)OC(Cl)(Cl)Cl.C[CH2:32][N:33]([CH2:36][CH3:37])[CH2:34]C. Product: [CH2:36]([N:33]([CH3:32])[C:34](=[O:23])[N:21]([CH3:22])[CH2:20][CH2:19][CH2:18][O:17][C:5]1[CH:6]=[CH:7][C:8]2[C:9]([C:13]([F:15])([F:14])[F:16])=[N:10][O:11][C:12]=2[C:4]=1[CH2:1][CH2:2][CH3:3])[CH3:37]. The catalyst class is: 2. (9) Reactant: [C:1](=[N:4][OH:5])([NH2:3])[CH3:2].C(N(CC)CC)C.[F:13][C:14]1[CH:22]=[CH:21][C:17]([C:18](Cl)=O)=[CH:16][CH:15]=1. Product: [F:13][C:14]1[CH:22]=[CH:21][C:17]([C:18]2[O:5][N:4]=[C:1]([CH3:2])[N:3]=2)=[CH:16][CH:15]=1. The catalyst class is: 1. (10) Reactant: CCN(C(C)C)C(C)C.[Br:10][C:11]1[CH:12]=[C:13]2[C:18](=[CH:19][CH:20]=1)[C:17]([CH2:21][N:22]1[C:28](=[O:29])[C@@H:27]([NH:30][C:31](=[O:43])[C@@H:32]([N:34]([C:36]([O:38][C:39]([CH3:42])([CH3:41])[CH3:40])=[O:37])[CH3:35])[CH3:33])[CH2:26][O:25][C:24]3[C:44]([C:48](O)=[O:49])=[CH:45][CH:46]=[CH:47][C:23]1=3)=[C:16]([O:51][CH3:52])[CH:15]=[CH:14]2.Cl.[NH2:54][CH2:55][CH2:56][C:57]([O:59][C:60]([CH3:63])([CH3:62])[CH3:61])=[O:58].CN(C(ON1N=NC2C=CC=CC1=2)=[N+](C)C)C.F[P-](F)(F)(F)(F)F.C1C=CC2N(O)N=NC=2C=1.O. Product: [C:60]([O:59][C:57](=[O:58])[CH2:56][CH2:55][NH:54][C:48]([C:44]1[C:24]2[O:25][CH2:26][C@H:27]([NH:30][C:31](=[O:43])[C@@H:32]([N:34]([C:36]([O:38][C:39]([CH3:41])([CH3:42])[CH3:40])=[O:37])[CH3:35])[CH3:33])[C:28](=[O:29])[N:22]([CH2:21][C:17]3[C:18]4[C:13](=[CH:12][C:11]([Br:10])=[CH:20][CH:19]=4)[CH:14]=[CH:15][C:16]=3[O:51][CH3:52])[C:23]=2[CH:47]=[CH:46][CH:45]=1)=[O:49])([CH3:63])([CH3:62])[CH3:61]. The catalyst class is: 31.